From a dataset of Peptide-MHC class II binding affinity with 134,281 pairs from IEDB. Regression. Given a peptide amino acid sequence and an MHC pseudo amino acid sequence, predict their binding affinity value. This is MHC class II binding data. (1) The peptide sequence is IRWLIEEVRHRLRIT. The MHC is DRB1_0404 with pseudo-sequence DRB1_0404. The binding affinity (normalized) is 0.237. (2) The peptide sequence is FLDPASIAARGWAAH. The MHC is DRB1_1101 with pseudo-sequence DRB1_1101. The binding affinity (normalized) is 0.431. (3) The peptide sequence is RFYKTLRAEQASQ. The MHC is DRB1_0101 with pseudo-sequence DRB1_0101. The binding affinity (normalized) is 0.966. (4) The peptide sequence is EKKIFAATQFEPLAA. The MHC is DRB1_0101 with pseudo-sequence DRB1_0101. The binding affinity (normalized) is 0.437. (5) The peptide sequence is IKEVVMAYVGIKL. The MHC is DRB4_0101 with pseudo-sequence DRB4_0103. The binding affinity (normalized) is 0.281. (6) The peptide sequence is TVSLPVGADEDDIKA. The MHC is DRB1_0802 with pseudo-sequence DRB1_0802. The binding affinity (normalized) is 0.0281. (7) The binding affinity (normalized) is 0.901. The peptide sequence is LKEFTVSGNILTIRY. The MHC is DRB3_0202 with pseudo-sequence DRB3_0202.